This data is from Catalyst prediction with 721,799 reactions and 888 catalyst types from USPTO. The task is: Predict which catalyst facilitates the given reaction. (1) Reactant: [O:1]1[CH:5]=[CH:4][CH:3]=[C:2]1[C:6]([NH:8][C:9]1([C:15]([NH:17][CH:18]2[CH2:23][CH2:22][N:21]([C:24]3[CH:29]=[CH:28][C:27]([F:30])=[CH:26][C:25]=3[N:31]3[CH2:34][C:33]([CH3:36])([CH3:35])[C:32]3=[O:37])[CH2:20][CH:19]2[OH:38])=[O:16])[CH2:14][CH2:13][CH2:12][CH2:11][CH2:10]1)=[O:7].C(N(CC)CC)C. Product: [O:1]1[CH:5]=[CH:4][CH:3]=[C:2]1[C:6]([NH:8][C:9]1([C:15]([NH:17][CH:18]2[CH2:23][CH2:22][N:21]([C:24]3[CH:29]=[CH:28][C:27]([F:30])=[CH:26][C:25]=3[N:31]3[CH2:34][C:33]([CH3:35])([CH3:36])[C:32]3=[O:37])[CH2:20][C:19]2=[O:38])=[O:16])[CH2:10][CH2:11][CH2:12][CH2:13][CH2:14]1)=[O:7]. The catalyst class is: 148. (2) Reactant: [S:1]1[C:5]([C:6]([NH2:8])=O)=[CH:4][CH:3]2[S:9][CH:10]=[CH:11][CH:2]12.O=P(Cl)(Cl)Cl. Product: [S:1]1[C:5]([C:6]#[N:8])=[CH:4][CH:3]2[S:9][CH:10]=[CH:11][CH:2]12. The catalyst class is: 4. (3) Reactant: ClC1C=CC(P(Cl)(Cl)=O)=CC=1.[NH:12]1C=NN=N1.[C:17]([O:20][C@H:21]1[C@H:25]([O:26][CH2:27][C:28]2[CH:33]=[CH:32][CH:31]=[CH:30][CH:29]=2)[C@:24]([CH2:37][O:38][CH2:39][C:40]2[CH:45]=[CH:44][CH:43]=[CH:42][CH:41]=2)([CH:34]([F:36])[F:35])[O:23][C@H:22]1[N:46]1[CH:51]=[CH:50][C:49](=O)[NH:48][C:47]1=[O:53])(=[O:19])[CH3:18]. The catalyst class is: 17. Product: [C:17]([O:20][C@H:21]1[C@H:25]([O:26][CH2:27][C:28]2[CH:33]=[CH:32][CH:31]=[CH:30][CH:29]=2)[C@:24]([CH2:37][O:38][CH2:39][C:40]2[CH:45]=[CH:44][CH:43]=[CH:42][CH:41]=2)([CH:34]([F:35])[F:36])[O:23][C@H:22]1[N:46]1[CH:51]=[CH:50][C:49]([NH2:12])=[N:48][C:47]1=[O:53])(=[O:19])[CH3:18]. (4) Reactant: [OH-].[Na+].O1CCOCC1.[NH2:9][C@@H:10]1[CH2:15][CH2:14][C@H:13]([C:16]([OH:18])=[O:17])[CH2:12][CH2:11]1.[C:19](O[C:19]([O:21][C:22]([CH3:25])([CH3:24])[CH3:23])=[O:20])([O:21][C:22]([CH3:25])([CH3:24])[CH3:23])=[O:20]. Product: [C:22]([O:21][C:19]([NH:9][C@@H:10]1[CH2:15][CH2:14][C@H:13]([C:16]([OH:18])=[O:17])[CH2:12][CH2:11]1)=[O:20])([CH3:25])([CH3:24])[CH3:23]. The catalyst class is: 6. (5) Reactant: [CH3:1][O:2][C:3]([C@@H:5]1[CH2:9][C@@:8]2([CH2:13][C:12](=[O:14])[N:11]([C:15]3[CH:20]=[CH:19][CH:18]=[C:17]([Cl:21])[CH:16]=3)[CH2:10]2)[CH2:7][N:6]1[C:22](=[O:36])[C@@H:23]([NH:28]C(OC(C)(C)C)=O)[C:24]([CH3:27])([CH3:26])[CH3:25])=[O:4].FC(F)(F)C(O)=O. Product: [NH2:28][C@@H:23]([C:24]([CH3:27])([CH3:26])[CH3:25])[C:22]([N:6]1[C@H:5]([C:3]([O:2][CH3:1])=[O:4])[CH2:9][C@@:8]2([CH2:13][C:12](=[O:14])[N:11]([C:15]3[CH:20]=[CH:19][CH:18]=[C:17]([Cl:21])[CH:16]=3)[CH2:10]2)[CH2:7]1)=[O:36]. The catalyst class is: 2. (6) The catalyst class is: 225. Reactant: [CH3:1][C:2]1[C:10]2[C:9](=[O:11])[NH:8][C:7]([CH2:12][CH2:13][CH3:14])=[N:6][C:5]=2[S:4][N:3]=1.[CH:15]1[CH:20]=[CH:19][C:18]([CH2:21]Br)=[CH:17][CH:16]=1.C([O-])([O-])=O.[Cs+].[Cs+]. Product: [CH2:21]([N:8]1[C:9](=[O:11])[C:10]2[C:2]([CH3:1])=[N:3][S:4][C:5]=2[N:6]=[C:7]1[CH2:12][CH2:13][CH3:14])[C:18]1[CH:19]=[CH:20][CH:15]=[CH:16][CH:17]=1. (7) Reactant: [C:1]([O:5][C:6](=[O:18])[NH:7][CH2:8][CH:9]1[CH2:14][CH2:13][N:12]([CH2:15][C:16]#[N:17])[CH2:11][CH2:10]1)([CH3:4])([CH3:3])[CH3:2]. Product: [C:1]([O:5][C:6](=[O:18])[NH:7][CH2:8][CH:9]1[CH2:14][CH2:13][N:12]([CH2:15][CH2:16][NH2:17])[CH2:11][CH2:10]1)([CH3:4])([CH3:2])[CH3:3]. The catalyst class is: 94.